From a dataset of Peptide-MHC class I binding affinity with 185,985 pairs from IEDB/IMGT. Regression. Given a peptide amino acid sequence and an MHC pseudo amino acid sequence, predict their binding affinity value. This is MHC class I binding data. (1) The peptide sequence is NPAACSYMV. The MHC is HLA-A30:02 with pseudo-sequence HLA-A30:02. The binding affinity (normalized) is 0.213. (2) The peptide sequence is MKWGMEMRR. The MHC is HLA-A02:01 with pseudo-sequence HLA-A02:01. The binding affinity (normalized) is 0.0847. (3) The peptide sequence is DPRDDLSGM. The MHC is HLA-B35:01 with pseudo-sequence HLA-B35:01. The binding affinity (normalized) is 0.575. (4) The peptide sequence is DLRPYGLIK. The MHC is HLA-A30:01 with pseudo-sequence HLA-A30:01. The binding affinity (normalized) is 0.514. (5) The peptide sequence is RRFQHKDGH. The MHC is HLA-B15:01 with pseudo-sequence HLA-B15:01. The binding affinity (normalized) is 0.0847. (6) The peptide sequence is VLMKQIPIW. The MHC is HLA-B58:01 with pseudo-sequence HLA-B58:01. The binding affinity (normalized) is 0.936. (7) The peptide sequence is VTFFCVMTY. The MHC is HLA-C12:03 with pseudo-sequence HLA-C12:03. The binding affinity (normalized) is 0.652.